From a dataset of Reaction yield outcomes from USPTO patents with 853,638 reactions. Predict the reaction yield, written as a fraction of the theoretical maximum amount of product (1.0 means a 100% yield; for example, 0.34 means a 34% yield). (1) The reactants are [Br:1][C:2]1[CH:7]=[CH:6][CH:5]=[CH:4][C:3]=1[C:8]1[C:15]2[S:14][C:13]([NH2:16])=[N:12][C:11]=2[NH:10][N:9]=1.Cl.[N:18]1([CH2:24][C:25]2[O:29][C:28]([C:30](Cl)=[O:31])=[CH:27][CH:26]=2)[CH2:23][CH2:22][O:21][CH2:20][CH2:19]1.C(O)C(N)(CO)CO. The catalyst is CN(C1C=CN=CC=1)C.C1COCC1. The product is [Br:1][C:2]1[CH:7]=[CH:6][CH:5]=[CH:4][C:3]=1[C:8]1[C:15]2[S:14][C:13]([NH:16][C:30]([C:28]3[O:29][C:25]([CH2:24][N:18]4[CH2:19][CH2:20][O:21][CH2:22][CH2:23]4)=[CH:26][CH:27]=3)=[O:31])=[N:12][C:11]=2[NH:10][N:9]=1. The yield is 0.270. (2) The reactants are [H-].[Na+].[C:3]1([CH2:9][OH:10])[CH:8]=[CH:7][CH:6]=[CH:5][CH:4]=1.[CH2:11]([O:13][C:14](=[O:20])[CH2:15][C:16](=[O:19])[CH2:17]Cl)[CH3:12].O. The catalyst is O1CCCC1. The product is [CH2:11]([O:13][C:14](=[O:20])[CH2:15][C:16](=[O:19])[CH2:17][O:10][CH2:9][C:3]1[CH:8]=[CH:7][CH:6]=[CH:5][CH:4]=1)[CH3:12]. The yield is 0.990. (3) The reactants are C(OC([O-])=O)(O[C:4]([O:6][C:7]([CH3:10])([CH3:9])[CH3:8])=[O:5])=O.C(N(C(C)C)CC)(C)C.CNC1(NC)C=CN=CC1.[CH3:34][C:35]1[C:36]([C:47]([F:50])([F:49])[F:48])=[CH:37][C:38]2[NH:39][CH2:40][CH2:41][CH2:42][C:43](=[O:46])[C:44]=2[N:45]=1. The catalyst is ClCCl. The product is [C:7]([O:6][C:4]([N:39]1[CH2:40][CH2:41][CH2:42][C:43](=[O:46])[C:44]2[N:45]=[C:35]([CH3:34])[C:36]([C:47]([F:48])([F:49])[F:50])=[CH:37][C:38]1=2)=[O:5])([CH3:8])([CH3:9])[CH3:10]. The yield is 0.700.